From a dataset of Forward reaction prediction with 1.9M reactions from USPTO patents (1976-2016). Predict the product of the given reaction. (1) The product is: [F:1][C:2]1[CH:7]=[C:6]([F:8])[CH:5]=[CH:4][C:3]=1[CH2:9][CH2:10][C:11]1[N:16]([CH2:17][C:18]([OH:20])=[O:19])[C:15]2[N:23]=[CH:24][CH:25]=[CH:26][C:14]=2[C:13](=[O:27])[N:12]=1. Given the reactants [F:1][C:2]1[CH:7]=[C:6]([F:8])[CH:5]=[CH:4][C:3]=1[CH2:9][CH2:10][C:11]1[N:16]([CH2:17][C:18]([O:20]CC)=[O:19])[C:15]2[N:23]=[CH:24][CH:25]=[CH:26][C:14]=2[C:13](=[O:27])[N:12]=1.[OH-].[Li+], predict the reaction product. (2) The product is: [Cl:15][C:7]1[C:8]([C:12]([NH2:14])=[O:13])=[C:9]2[N:5]([C:6]=1[C:16]1[CH:17]=[N:18][CH:19]=[CH:20][CH:21]=1)[CH:4]=[CH:3][CH:2]=[C:10]2[OH:11]. Given the reactants Br[CH:2]1[C:10](=[O:11])[C:9]2[N:5]([C:6]([C:16]3[CH:17]=[N:18][CH:19]=[CH:20][CH:21]=3)=[C:7]([Cl:15])[C:8]=2[C:12]([NH2:14])=[O:13])[CH2:4][CH2:3]1.[Br-].[Li+].C(=O)([O-])O.[Na+], predict the reaction product.